Dataset: Full USPTO retrosynthesis dataset with 1.9M reactions from patents (1976-2016). Task: Predict the reactants needed to synthesize the given product. (1) Given the product [F:1][C:2]1[CH:3]=[CH:4][C:5]2[N:9]=[C:8]([CH3:10])[N:7]([C:11]3[C:19]4[O:18][CH2:17][C@@H:16]([NH:20][C:21]5[CH:34]=[CH:33][C:24]6[C@H:25]([CH2:28][C:29]([OH:31])=[O:30])[CH2:26][O:27][C:23]=6[CH:22]=5)[C:15]=4[CH:14]=[CH:13][CH:12]=3)[C:6]=2[CH:41]=1, predict the reactants needed to synthesize it. The reactants are: [F:1][C:2]1[CH:3]=[CH:4][C:5]2[N:9]=[C:8]([CH3:10])[N:7]([C:11]3[C:19]4[O:18][CH2:17][C@@H:16]([N:20](C(=O)C(F)(F)F)[C:21]5[CH:34]=[CH:33][C:24]6[C@H:25]([CH2:28][C:29]([O:31]C)=[O:30])[CH2:26][O:27][C:23]=6[CH:22]=5)[C:15]=4[CH:14]=[CH:13][CH:12]=3)[C:6]=2[CH:41]=1.[OH-].[Na+].Cl. (2) Given the product [NH4+:11].[OH-:2].[CH3:1][O:2][C:3]1[CH:4]=[CH:5][C:6]([C:9]2[CH:14]=[N:13][C:12]([NH:15][C:16]3[CH:17]=[CH:18][C:19]([O:22][C:23]([N:25]4[CH2:26][CH2:27][N:28]([CH3:31])[CH2:29][CH2:30]4)=[O:24])=[CH:20][CH:21]=3)=[N:11][CH:10]=2)=[CH:7][CH:8]=1, predict the reactants needed to synthesize it. The reactants are: [CH3:1][O:2][C:3]1[CH:8]=[CH:7][C:6]([C:9]2[CH:10]=[N:11][C:12]([NH:15][C:16]3[CH:21]=[CH:20][C:19]([O:22][C:23]([N:25]4[CH2:30][CH2:29][N:28]([CH3:31])[CH2:27][CH2:26]4)=[O:24])=[CH:18][CH:17]=3)=[N:13][CH:14]=2)=[CH:5][CH:4]=1.BrC1C=NC(NC2C=CC(OC(N3CCN(C)CC3)=O)=CC=2)=NC=1.COC1C=CC(B(O)O)=CC=1.C([O-])([O-])=O.[K+].[K+]. (3) The reactants are: Cl.Cl[CH2:3][C:4]1[C:16]2[C:7](=[C:8]3[C:13](=[C:14]([C:17]4[CH:22]=[CH:21][CH:20]=[CH:19][CH:18]=4)[CH:15]=2)[CH:12]=[N:11][CH:10]=[CH:9]3)[N:6]([C:23]2[CH:28]=[CH:27][C:26]([F:29])=[CH:25][CH:24]=2)[N:5]=1.[C:30]1(=[O:40])[NH:34][C:33](=[O:35])[C:32]2=[CH:36][CH:37]=[CH:38][CH:39]=[C:31]12.[K]. Given the product [F:29][C:26]1[CH:27]=[CH:28][C:23]([N:6]2[C:7]3=[C:8]4[C:13](=[C:14]([C:17]5[CH:18]=[CH:19][CH:20]=[CH:21][CH:22]=5)[CH:15]=[C:16]3[C:4]([CH2:3][N:34]3[C:33](=[O:35])[C:32]5=[CH:36][CH:37]=[CH:38][CH:39]=[C:31]5[C:30]3=[O:40])=[N:5]2)[CH:12]=[N:11][CH:10]=[CH:9]4)=[CH:24][CH:25]=1, predict the reactants needed to synthesize it. (4) Given the product [O:15]([C:2]1[C:3]([NH2:8])=[N:4][CH:5]=[CH:6][CH:7]=1)[C:9]1[CH:14]=[CH:13][CH:12]=[CH:11][CH:10]=1, predict the reactants needed to synthesize it. The reactants are: Br[C:2]1[C:3]([NH2:8])=[N:4][CH:5]=[CH:6][CH:7]=1.[C:9]1([OH:15])[CH:14]=[CH:13][CH:12]=[CH:11][CH:10]=1.OC1C=CC=CC=1/C=N/O. (5) Given the product [F:1][C:2]1[CH:3]=[CH:4][C:5]([C:8]2[S:9][CH:10]=[C:11]([C:13]([CH3:20])([CH3:19])[C:14]([OH:16])=[O:15])[N:12]=2)=[CH:6][CH:7]=1, predict the reactants needed to synthesize it. The reactants are: [F:1][C:2]1[CH:7]=[CH:6][C:5]([C:8]2[S:9][CH:10]=[C:11]([C:13]([CH3:20])([CH3:19])[C:14]([O:16]CC)=[O:15])[N:12]=2)=[CH:4][CH:3]=1.O.[OH-].[Li+]. (6) Given the product [OH:19]/[N:20]=[CH:11]/[C:7]1[CH:6]=[C:5]2[C:10](=[CH:9][CH:8]=1)[C:13](=[O:16])[CH2:2][CH2:3][CH2:4]2, predict the reactants needed to synthesize it. The reactants are: O=[C:2]1[C:10]2[C:5](=[CH:6][C:7]([CH:11]=O)=[CH:8][CH:9]=2)[CH2:4][CH2:3]1.[C:13]([O-:16])(O)=O.[Na+].Cl.[OH:19][NH2:20]. (7) The reactants are: Cl[C:2]1[N:11]=[C:10]([NH:12][CH:13]2[CH2:18][CH2:17][N:16]([C:19]([O:21][C:22]([CH3:25])([CH3:24])[CH3:23])=[O:20])[CH2:15][CH2:14]2)[C:9]2[C:4](=[CH:5][CH:6]=[CH:7][CH:8]=2)[N:3]=1.[CH3:26][N:27]([CH2:29][CH2:30][CH2:31][NH2:32])[CH3:28]. Given the product [CH3:26][N:27]([CH3:28])[CH2:29][CH2:30][CH2:31][NH:32][C:2]1[N:11]=[C:10]([NH:12][CH:13]2[CH2:18][CH2:17][N:16]([C:19]([O:21][C:22]([CH3:25])([CH3:24])[CH3:23])=[O:20])[CH2:15][CH2:14]2)[C:9]2[C:4](=[CH:5][CH:6]=[CH:7][CH:8]=2)[N:3]=1, predict the reactants needed to synthesize it. (8) Given the product [CH2:47]([S:51][C:3]([C:5]1([C:8](=[O:10])[CH3:9])[CH2:6][CH2:7]1)=[O:4])[CH2:48][CH2:49][CH3:50], predict the reactants needed to synthesize it. The reactants are: CO[C:3]([C:5]1([C:8](=[O:10])[CH3:9])[CH2:7][CH2:6]1)=[O:4].Cl.C(OCC)C.ON1C(=O)CCC1=O.C1(N=C=NC2CCCCC2)CCCCC1.C(N(CC)CC)C.[CH2:47]([SH:51])[CH2:48][CH2:49][CH3:50]. (9) Given the product [C:15]([O:45][C:44]([N:42]1[CH2:43][CH:38]([C:39]2[N:29]3[CH:30]=[CH:31][N:32]=[C:33]([Cl:34])[C:28]3=[C:14]([C:15]3[CH:20]=[CH:19][C:18]([O:21][C:22]4[CH:27]=[CH:26][CH:25]=[CH:24][CH:23]=4)=[CH:17][CH:16]=3)[N:40]=2)[CH2:41]1)=[O:51])([CH3:20])([CH3:16])[CH3:14], predict the reactants needed to synthesize it. The reactants are: N#N.C(OC(N1CC([CH:14]([C:28]2[C:33]([Cl:34])=[N:32][CH:31]=[CH:30][N:29]=2)[C:15]2[CH:20]=[CH:19][C:18]([O:21][C:22]3[CH:27]=[CH:26][CH:25]=[CH:24][CH:23]=3)=[CH:17][CH:16]=2)C1C(=O)N)=O)(C)(C)C.[CH3:38][C:39]#[N:40].[CH3:41][N:42]([CH:44]=[O:45])[CH3:43].O=P(Cl)(Cl)Cl.[OH2:51]. (10) The reactants are: [CH:1]([N:4]([CH3:30])[C:5]1[C:6]([C:19]2[NH:20][C:21]3[C:26]([CH:27]=2)=[CH:25][C:24]([O:28][CH3:29])=[CH:23][CH:22]=3)=[N:7][C:8]2[C:13]([N:14]=1)=[CH:12][C:11]([C:15]([O:17]C)=[O:16])=[CH:10][CH:9]=2)([CH3:3])[CH3:2].[OH-].[Na+]. Given the product [CH:1]([N:4]([CH3:30])[C:5]1[C:6]([C:19]2[NH:20][C:21]3[C:26]([CH:27]=2)=[CH:25][C:24]([O:28][CH3:29])=[CH:23][CH:22]=3)=[N:7][C:8]2[C:13]([N:14]=1)=[CH:12][C:11]([C:15]([OH:17])=[O:16])=[CH:10][CH:9]=2)([CH3:3])[CH3:2], predict the reactants needed to synthesize it.